Dataset: Forward reaction prediction with 1.9M reactions from USPTO patents (1976-2016). Task: Predict the product of the given reaction. (1) Given the reactants [Br:1][C:2]1[CH:7]=[C:6]([NH2:8])[C:5]([NH2:9])=[C:4]([F:10])[CH:3]=1.O[CH:12]1[CH:17](O)OCCO1, predict the reaction product. The product is: [Br:1][C:2]1[CH:7]=[C:6]2[C:5]([N:9]=[CH:12][CH:17]=[N:8]2)=[C:4]([F:10])[CH:3]=1. (2) Given the reactants [Cl:1][C:2]1[CH:10]=[C:9]([CH2:11][C:12]#N)[C:8]2[C:4](=[CH:5][N:6]([CH2:14][O:15][CH2:16][CH2:17][Si:18]([CH3:21])([CH3:20])[CH3:19])[N:7]=2)[CH:3]=1.[OH-:22].[Na+].C[OH:25], predict the reaction product. The product is: [Cl:1][C:2]1[CH:10]=[C:9]([CH2:11][C:12]([OH:25])=[O:22])[C:8]2[C:4](=[CH:5][N:6]([CH2:14][O:15][CH2:16][CH2:17][Si:18]([CH3:21])([CH3:20])[CH3:19])[N:7]=2)[CH:3]=1. (3) Given the reactants [N:1]1[CH:6]=[CH:5][CH:4]=[CH:3][C:2]=1[C:7]#[N:8].[CH3:9][O-:10].[Na+], predict the reaction product. The product is: [CH3:9][O:10][C:7]([C:2]1[CH:3]=[CH:4][CH:5]=[CH:6][N:1]=1)=[NH:8]. (4) Given the reactants [Br:1][C:2]1[CH:10]=[CH:9][C:5]([C:6]([OH:8])=O)=[CH:4][C:3]=1[CH3:11].[CH3:12][C:13]1[C:14]([N:20]2[CH2:25][CH2:24][NH:23][CH2:22][CH2:21]2)=[N:15][CH:16]=[C:17]([CH3:19])[CH:18]=1, predict the reaction product. The product is: [Br:1][C:2]1[CH:10]=[CH:9][C:5]([C:6]([N:23]2[CH2:24][CH2:25][N:20]([C:14]3[C:13]([CH3:12])=[CH:18][C:17]([CH3:19])=[CH:16][N:15]=3)[CH2:21][CH2:22]2)=[O:8])=[CH:4][C:3]=1[CH3:11].